Dataset: Catalyst prediction with 721,799 reactions and 888 catalyst types from USPTO. Task: Predict which catalyst facilitates the given reaction. Reactant: [NH2:1][C:2]1[NH:6][N:5]=[C:4]([C:7]2[CH:12]=[CH:11][C:10]([O:13][C:14]3[CH:19]=[CH:18][CH:17]=[CH:16][CH:15]=3)=[CH:9][CH:8]=2)[C:3]=1[C:20]([NH2:22])=[O:21].C([O:25][C:26](=O)[CH2:27][C:28]([CH:30]1[CH2:35][CH2:34][N:33](C(OC(C)(C)C)=O)[CH2:32][CH2:31]1)=O)C. Product: [O:25]=[C:26]1[CH:27]=[C:28]([CH:30]2[CH2:35][CH2:34][NH:33][CH2:32][CH2:31]2)[N:6]2[N:5]=[C:4]([C:7]3[CH:8]=[CH:9][C:10]([O:13][C:14]4[CH:19]=[CH:18][CH:17]=[CH:16][CH:15]=4)=[CH:11][CH:12]=3)[C:3]([C:20]([NH2:22])=[O:21])=[C:2]2[NH:1]1. The catalyst class is: 52.